This data is from NCI-60 drug combinations with 297,098 pairs across 59 cell lines. The task is: Regression. Given two drug SMILES strings and cell line genomic features, predict the synergy score measuring deviation from expected non-interaction effect. (1) Drug 1: C1=C(C(=O)NC(=O)N1)N(CCCl)CCCl. Drug 2: CC(C)CN1C=NC2=C1C3=CC=CC=C3N=C2N. Cell line: U251. Synergy scores: CSS=34.4, Synergy_ZIP=7.23, Synergy_Bliss=8.50, Synergy_Loewe=6.00, Synergy_HSA=7.19. (2) Drug 1: CC1C(C(CC(O1)OC2CC(OC(C2O)C)OC3=CC4=CC5=C(C(=O)C(C(C5)C(C(=O)C(C(C)O)O)OC)OC6CC(C(C(O6)C)O)OC7CC(C(C(O7)C)O)OC8CC(C(C(O8)C)O)(C)O)C(=C4C(=C3C)O)O)O)O. Synergy scores: CSS=45.3, Synergy_ZIP=2.91, Synergy_Bliss=3.80, Synergy_Loewe=-42.6, Synergy_HSA=-1.73. Drug 2: C1CN(CCN1C(=O)CCBr)C(=O)CCBr. Cell line: HOP-62. (3) Drug 1: C1=C(C(=O)NC(=O)N1)N(CCCl)CCCl. Drug 2: CC1CCC2CC(C(=CC=CC=CC(CC(C(=O)C(C(C(=CC(C(=O)CC(OC(=O)C3CCCCN3C(=O)C(=O)C1(O2)O)C(C)CC4CCC(C(C4)OC)O)C)C)O)OC)C)C)C)OC. Cell line: SNB-75. Synergy scores: CSS=8.70, Synergy_ZIP=-9.80, Synergy_Bliss=-15.1, Synergy_Loewe=-14.2, Synergy_HSA=-13.1. (4) Drug 1: CC1OCC2C(O1)C(C(C(O2)OC3C4COC(=O)C4C(C5=CC6=C(C=C35)OCO6)C7=CC(=C(C(=C7)OC)O)OC)O)O. Drug 2: CC1=C(C(=O)C2=C(C1=O)N3CC4C(C3(C2COC(=O)N)OC)N4)N. Cell line: PC-3. Synergy scores: CSS=28.4, Synergy_ZIP=-8.60, Synergy_Bliss=-4.17, Synergy_Loewe=-0.962, Synergy_HSA=0.810. (5) Synergy scores: CSS=5.96, Synergy_ZIP=-2.92, Synergy_Bliss=-7.39, Synergy_Loewe=-0.834, Synergy_HSA=-6.97. Drug 2: C1=NNC2=C1C(=O)NC=N2. Cell line: RPMI-8226. Drug 1: C1=NC2=C(N=C(N=C2N1C3C(C(C(O3)CO)O)O)F)N. (6) Drug 1: COC1=NC(=NC2=C1N=CN2C3C(C(C(O3)CO)O)O)N. Drug 2: C1=CC=C(C=C1)NC(=O)CCCCCCC(=O)NO. Cell line: IGROV1. Synergy scores: CSS=10.6, Synergy_ZIP=-1.46, Synergy_Bliss=2.25, Synergy_Loewe=-14.0, Synergy_HSA=-4.06.